Dataset: Reaction yield outcomes from USPTO patents with 853,638 reactions. Task: Predict the reaction yield, written as a fraction of the theoretical maximum amount of product (1.0 means a 100% yield; for example, 0.34 means a 34% yield). (1) The reactants are [OH:1][N:2]1[CH:6]=[CH:5][CH:4]=[N:3]1.[F:7][C:8]1[CH:15]=[CH:14][CH:13]=[C:12]([F:16])[C:9]=1[CH2:10]Br. The catalyst is C(Cl)(Cl)Cl. The product is [F:7][C:8]1[CH:15]=[CH:14][CH:13]=[C:12]([F:16])[C:9]=1[CH2:10][N:3]1[CH2:4][CH:5]=[CH:6][N:2]1[OH:1]. The yield is 0.701. (2) The reactants are FC(F)(F)C(O)=O.[NH2:8][CH2:9][CH2:10][C:11]1[N:16]=[C:15]([C:17]2[S:18][C:19]3[CH:27]=[CH:26][CH:25]=[CH:24][C:20]=3[C:21](=[O:23])[N:22]=2)[CH:14]=[CH:13][CH:12]=1.C(=O)([O-])[O-].[K+].[K+].[C:34]1([N:40]=[C:41]=[O:42])[CH:39]=[CH:38][CH:37]=[CH:36][CH:35]=1. The catalyst is C(#N)C. The product is [O:23]=[C:21]1[C:20]2[CH:24]=[CH:25][CH:26]=[CH:27][C:19]=2[S:18][C:17]([C:15]2[N:16]=[C:11]([CH2:10][CH2:9][NH:8][C:41]([NH:40][C:34]3[CH:39]=[CH:38][CH:37]=[CH:36][CH:35]=3)=[O:42])[CH:12]=[CH:13][CH:14]=2)=[N:22]1. The yield is 0.170. (3) The reactants are C1(P(C2C=CC=CC=2)C2C=CC=CC=2)C=CC=CC=1.BrN1C(=O)CCC1=O.[Cl:28][C:29]1[CH:30]=[C:31]([C@@H:39]([CH2:43][CH:44]2[CH2:48][CH2:47][CH2:46][CH2:45]2)[C:40]([OH:42])=O)[CH:32]=[CH:33][C:34]=1[S:35]([CH3:38])(=[O:37])=[O:36].[NH2:49][C:50]1[S:51][C:52]2[CH:58]=[CH:57][CH:56]=[CH:55][C:53]=2[N:54]=1.N1C=CC=CC=1. The catalyst is C(Cl)Cl.O. The product is [S:51]1[C:52]2[CH:58]=[CH:57][CH:56]=[CH:55][C:53]=2[N:54]=[C:50]1[NH:49][C:40](=[O:42])[C@@H:39]([C:31]1[CH:32]=[CH:33][C:34]([S:35]([CH3:38])(=[O:36])=[O:37])=[C:29]([Cl:28])[CH:30]=1)[CH2:43][CH:44]1[CH2:48][CH2:47][CH2:46][CH2:45]1. The yield is 0.730.